Task: Predict the reaction yield, written as a fraction of the theoretical maximum amount of product (1.0 means a 100% yield; for example, 0.34 means a 34% yield).. Dataset: Reaction yield outcomes from USPTO patents with 853,638 reactions (1) The yield is 0.680. The reactants are Cl.[Br:2][C:3]1[C:4]2[N:5]([CH:10]=[CH:11][N:12]=2)[N:6]=[C:7]([Cl:9])[CH:8]=1.C1C(=O)N([I:20])C(=O)C1. The catalyst is CN(C=O)C. The product is [Br:2][C:3]1[C:4]2[N:5]([C:10]([I:20])=[CH:11][N:12]=2)[N:6]=[C:7]([Cl:9])[CH:8]=1. (2) The reactants are Br[C:2]1[CH:3]=[C:4]2[C:8](=[CH:9][CH:10]=1)[N:7]([C:11]1[C:20]3[C:15](=[CH:16][CH:17]=[C:18]([O:21][CH3:22])[CH:19]=3)[N:14]=[C:13]([C:23]3[CH:24]=[N:25][CH:26]=[CH:27][CH:28]=3)[N:12]=1)[CH2:6][CH2:5]2.[F:29][C:30]1[C:35]([F:36])=[CH:34][CH:33]=[CH:32][C:31]=1B(O)O.[O-]P([O-])([O-])=O.[K+].[K+].[K+]. The catalyst is O1CCOCC1.O.C(OCC)(=O)C.C1C=CC([P]([Pd]([P](C2C=CC=CC=2)(C2C=CC=CC=2)C2C=CC=CC=2)([P](C2C=CC=CC=2)(C2C=CC=CC=2)C2C=CC=CC=2)[P](C2C=CC=CC=2)(C2C=CC=CC=2)C2C=CC=CC=2)(C2C=CC=CC=2)C2C=CC=CC=2)=CC=1. The product is [F:29][C:30]1[C:35]([F:36])=[CH:34][CH:33]=[CH:32][C:31]=1[C:2]1[CH:3]=[C:4]2[C:8](=[CH:9][CH:10]=1)[N:7]([C:11]1[C:20]3[C:15](=[CH:16][CH:17]=[C:18]([O:21][CH3:22])[CH:19]=3)[N:14]=[C:13]([C:23]3[CH:24]=[N:25][CH:26]=[CH:27][CH:28]=3)[N:12]=1)[CH2:6][CH2:5]2. The yield is 0.557. (3) The reactants are C([O:4][CH2:5][CH2:6][CH:7]([CH3:15])[CH2:8][C:9]1[CH2:14][CH2:13][CH2:12][CH2:11][CH:10]=1)(=O)C.[OH-].[Na+]. The catalyst is O. The product is [C:9]1([CH2:8][CH:7]([CH3:15])[CH2:6][CH2:5][OH:4])[CH2:14][CH2:13][CH2:12][CH2:11][CH:10]=1. The yield is 0.930. (4) The reactants are [NH2:1][CH2:2][C:3]1[CH:8]=[CH:7][C:6]([NH2:9])=[C:5]([Cl:10])[CH:4]=1.[C:11](O[C:11]([O:13][C:14]([CH3:17])([CH3:16])[CH3:15])=[O:12])([O:13][C:14]([CH3:17])([CH3:16])[CH3:15])=[O:12]. The catalyst is ClCCl. The product is [C:14]([O:13][C:11]([NH:1][CH2:2][C:3]1[CH:8]=[CH:7][C:6]([NH2:9])=[C:5]([Cl:10])[CH:4]=1)=[O:12])([CH3:17])([CH3:16])[CH3:15]. The yield is -1.00. (5) The yield is 0.920. The product is [C:1]([O:5][C:6]([N:8]1[CH2:13][CH2:12][C@@H:11]([NH:14][C:15]2[C:20]([NH2:21])=[CH:19][N:18]=[C:17]3[N:24]([S:27]([C:30]4[CH:31]=[CH:32][CH:33]=[CH:34][CH:35]=4)(=[O:29])=[O:28])[CH:25]=[CH:26][C:16]=23)[C@H:10]([F:36])[CH2:9]1)=[O:7])([CH3:4])([CH3:2])[CH3:3]. The reactants are [C:1]([O:5][C:6]([N:8]1[CH2:13][CH2:12][C@@H:11]([NH:14][C:15]2[C:20]([N+:21]([O-])=O)=[CH:19][N:18]=[C:17]3[N:24]([S:27]([C:30]4[CH:35]=[CH:34][CH:33]=[CH:32][CH:31]=4)(=[O:29])=[O:28])[CH:25]=[CH:26][C:16]=23)[C@H:10]([F:36])[CH2:9]1)=[O:7])([CH3:4])([CH3:3])[CH3:2]. The catalyst is C(OCC)(=O)C.[Pd].